Task: Predict the reactants needed to synthesize the given product.. Dataset: Full USPTO retrosynthesis dataset with 1.9M reactions from patents (1976-2016) (1) Given the product [C:10]1([CH2:16][CH2:17][C:18]2[O:3][N:1]=[C:4]([C:5]([O:7][CH2:8][CH3:9])=[O:6])[CH:19]=2)[CH:15]=[CH:14][CH:13]=[CH:12][CH:11]=1, predict the reactants needed to synthesize it. The reactants are: [N+:1]([CH2:4][C:5]([O:7][CH2:8][CH3:9])=[O:6])([O-:3])=O.[C:10]1([CH2:16][CH2:17][C:18]#[CH:19])[CH:15]=[CH:14][CH:13]=[CH:12][CH:11]=1.N12CCN(CC1)CC2.Cl. (2) Given the product [Br:1][C:2]1[CH:11]=[CH:10][C:5]([C:6]([O:8][CH3:9])=[O:7])=[CH:4][C:3]=1[CH:12]=[O:13], predict the reactants needed to synthesize it. The reactants are: [Br:1][C:2]1[CH:11]=[CH:10][C:5]([C:6]([O:8][CH3:9])=[O:7])=[CH:4][C:3]=1[CH2:12][OH:13]. (3) Given the product [CH3:7][N:6]1[C:2]([N:15]2[CH2:16][CH2:17][N:12]([CH3:11])[CH2:13][CH2:14]2)=[C:3]([CH:9]=[O:10])[C:4]([CH3:8])=[N:5]1, predict the reactants needed to synthesize it. The reactants are: Cl[C:2]1[N:6]([CH3:7])[N:5]=[C:4]([CH3:8])[C:3]=1[CH:9]=[O:10].[CH3:11][N:12]1[CH2:17][CH2:16][NH:15][CH2:14][CH2:13]1.C(=O)([O-])[O-].[K+].[K+]. (4) Given the product [NH2:3][C:2](=[N:11][OH:1])[CH2:4][C:5]([O:7][CH2:8][CH3:9])=[O:6], predict the reactants needed to synthesize it. The reactants are: [OH2:1].[C:2]([CH2:4][C:5]([O:7][CH2:8][CH3:9])=[O:6])#[N:3].Cl.[NH2:11]O.C(=O)([O-])[O-].[Na+].[Na+].